From a dataset of Catalyst prediction with 721,799 reactions and 888 catalyst types from USPTO. Predict which catalyst facilitates the given reaction. Reactant: [H-].[Na+].[Cl:3][C:4]1[CH:9]=[CH:8][C:7](/[C:10](/[C:21]2[CH:26]=[CH:25][C:24]([OH:27])=[CH:23][CH:22]=2)=[C:11](/[C:15]2[CH:20]=[CH:19][CH:18]=[CH:17][CH:16]=2)\[CH2:12][CH2:13][OH:14])=[CH:6][CH:5]=1.[O:28]1[CH2:33][CH2:32][CH2:31][CH2:30][CH:29]1[O:34][CH2:35][CH2:36][O:37][CH2:38][CH2:39]Cl.[Cl-].[NH4+]. Product: [Cl:3][C:4]1[CH:9]=[CH:8][C:7](/[C:10](/[C:21]2[CH:22]=[CH:23][C:24]([O:27][CH2:39][CH2:38][O:37][CH2:36][CH2:35][O:34][CH:29]3[CH2:30][CH2:31][CH2:32][CH2:33][O:28]3)=[CH:25][CH:26]=2)=[C:11](/[C:15]2[CH:20]=[CH:19][CH:18]=[CH:17][CH:16]=2)\[CH2:12][CH2:13][OH:14])=[CH:6][CH:5]=1. The catalyst class is: 885.